The task is: Predict the reaction yield, written as a fraction of the theoretical maximum amount of product (1.0 means a 100% yield; for example, 0.34 means a 34% yield).. This data is from Reaction yield outcomes from USPTO patents with 853,638 reactions. The reactants are [CH2:1]([O:8][C:9]1[CH:10]=[C:11]([N:20]([C:25]([O:27][C:28]([CH3:31])([CH3:30])[CH3:29])=[O:26])[CH2:21][CH:22]=[CH:23][Cl:24])[C:12](I)=[C:13]2[C:18]=1[N:17]=[CH:16][CH:15]=[CH:14]2)[C:2]1[CH:7]=[CH:6][CH:5]=[CH:4][CH:3]=1.CC(N=NC(C#N)(C)C)(C#N)C.CCCC[SnH](CCCC)CCCC. The catalyst is C1C=CC=CC=1. The product is [CH2:1]([O:8][C:9]1[CH:10]=[C:11]2[N:20]([C:25]([O:27][C:28]([CH3:31])([CH3:30])[CH3:29])=[O:26])[CH2:21][CH:22]([CH2:23][Cl:24])[C:12]2=[C:13]2[C:18]=1[N:17]=[CH:16][CH:15]=[CH:14]2)[C:2]1[CH:7]=[CH:6][CH:5]=[CH:4][CH:3]=1. The yield is 0.950.